The task is: Regression. Given a peptide amino acid sequence and an MHC pseudo amino acid sequence, predict their binding affinity value. This is MHC class I binding data.. This data is from Peptide-MHC class I binding affinity with 185,985 pairs from IEDB/IMGT. (1) The peptide sequence is VPISHLYIL. The MHC is HLA-B53:01 with pseudo-sequence HLA-B53:01. The binding affinity (normalized) is 0.471. (2) The peptide sequence is LVSDCASTIT. The MHC is HLA-A02:06 with pseudo-sequence HLA-A02:06. The binding affinity (normalized) is 0.177. (3) The peptide sequence is KIQLFSDFT. The MHC is HLA-A02:03 with pseudo-sequence HLA-A02:03. The binding affinity (normalized) is 0. (4) The peptide sequence is VWKRFEHLCV. The MHC is HLA-A30:02 with pseudo-sequence HLA-A30:02. The binding affinity (normalized) is 0.144. (5) The MHC is Mamu-B3901 with pseudo-sequence Mamu-B3901. The binding affinity (normalized) is 0.528. The peptide sequence is RQFPTAFKF.